From a dataset of Reaction yield outcomes from USPTO patents with 853,638 reactions. Predict the reaction yield, written as a fraction of the theoretical maximum amount of product (1.0 means a 100% yield; for example, 0.34 means a 34% yield). (1) The reactants are [CH3:1]/[C:2](=[CH:7]\[C:8]1[CH:13]=[CH:12][C:11]([CH3:14])=[CH:10][CH:9]=1)/[CH2:3][CH2:4][CH:5]=O.Cl.[NH2:16]O. The catalyst is C(O)C. The product is [CH3:1]/[C:2](=[CH:7]\[C:8]1[CH:13]=[CH:12][C:11]([CH3:14])=[CH:10][CH:9]=1)/[CH2:3][CH2:4][C:5]#[N:16]. The yield is 0.700. (2) The product is [C:1]1([S:7]([C:10]2[CH:22]=[CH:21][C:13]3[N:14]([C:18]([NH:29][C:28]([NH2:30])=[NH:27])=[O:19])[CH2:15][CH2:16][O:17][C:12]=3[CH:11]=2)(=[O:9])=[O:8])[CH:6]=[CH:5][CH:4]=[CH:3][CH:2]=1. The yield is 0.210. The reactants are [C:1]1([S:7]([C:10]2[CH:22]=[CH:21][C:13]3[N:14]([C:18](Cl)=[O:19])[CH2:15][CH2:16][O:17][C:12]=3[CH:11]=2)(=[O:9])=[O:8])[CH:6]=[CH:5][CH:4]=[CH:3][CH:2]=1.C(=O)(O)O.[NH2:27][C:28]([NH2:30])=[NH:29].C(N(CC)C(C)C)(C)C. The catalyst is C(#N)C. (3) The reactants are [OH:1][C@@H:2]([C:23]1[CH:28]=[CH:27][CH:26]=[CH:25][CH:24]=1)[CH2:3][CH2:4][N:5]1[CH2:10][CH2:9][CH:8]([C:11]2[CH:12]=[C:13]([NH:17][C:18](=[O:22])[CH:19]([CH3:21])[CH3:20])[CH:14]=[CH:15][CH:16]=2)[CH2:7][CH2:6]1.[F:29][C:30]1[CH:35]=[CH:34][CH:33]=[CH:32][C:31]=1O.C1(P(C2C=CC=CC=2)C2C=CC=CC=2)C=CC=CC=1.N(C(OCC)=O)=NC(OCC)=O.N. The catalyst is C1COCC1.C(Cl)(Cl)Cl. The product is [F:29][C:30]1[CH:35]=[CH:34][CH:33]=[CH:32][C:31]=1[O:1][C@H:2]([C:23]1[CH:24]=[CH:25][CH:26]=[CH:27][CH:28]=1)[CH2:3][CH2:4][N:5]1[CH2:10][CH2:9][CH:8]([C:11]2[CH:12]=[C:13]([NH:17][C:18](=[O:22])[CH:19]([CH3:21])[CH3:20])[CH:14]=[CH:15][CH:16]=2)[CH2:7][CH2:6]1. The yield is 0.539. (4) The yield is 0.670. The reactants are [F:1][C:2]1[CH:7]=[CH:6][C:5]([C:8](=O)[CH2:9][C:10]2[CH:15]=[CH:14][CH:13]=[CH:12][CH:11]=2)=[CH:4][C:3]=1[O:17][CH3:18].[CH3:19][C:20]([S@:23]([NH2:25])=[O:24])([CH3:22])[CH3:21]. The catalyst is C1COCC1. The product is [F:1][C:2]1[CH:7]=[CH:6][C:5](/[C:8](=[N:25]/[S@@:23]([C:20]([CH3:22])([CH3:21])[CH3:19])=[O:24])/[CH2:9][C:10]2[CH:15]=[CH:14][CH:13]=[CH:12][CH:11]=2)=[CH:4][C:3]=1[O:17][CH3:18]. (5) The reactants are [CH3:1][N:2]1[C:10]2[C:5](=[C:6]([CH3:11])[CH:7]=[CH:8][CH:9]=2)[C:4]([CH2:12][NH:13][CH3:14])=[CH:3]1.[NH2:15][C:16]1[N:21]=[CH:20][C:19](/[CH:22]=[CH:23]/[C:24]([OH:26])=O)=[CH:18][CH:17]=1.C1C=CC2N(O)N=NC=2C=1.O.C(Cl)CCl. The catalyst is CN(C=O)C.CCN(CC)CC. The product is [NH2:15][C:16]1[N:21]=[CH:20][C:19](/[CH:22]=[CH:23]/[C:24]([N:13]([CH2:12][C:4]2[C:5]3[C:10](=[CH:9][CH:8]=[CH:7][C:6]=3[CH3:11])[N:2]([CH3:1])[CH:3]=2)[CH3:14])=[O:26])=[CH:18][CH:17]=1. The yield is 0.360. (6) The reactants are [CH2:1]([O:8][C:9]1[C:14]([C:15]#[N:16])=[C:13]([NH:17][NH2:18])[N:12]=[CH:11][CH:10]=1)[C:2]1[CH:7]=[CH:6][CH:5]=[CH:4][CH:3]=1.CCN(CC)CC.[CH:26]1([CH2:29][C:30](Cl)=[O:31])[CH2:28][CH2:27]1. The catalyst is C(Cl)Cl. The product is [C:15]([C:14]1[C:13]([NH:17][NH:18][C:30](=[O:31])[CH2:29][CH:26]2[CH2:28][CH2:27]2)=[N:12][CH:11]=[CH:10][C:9]=1[O:8][CH2:1][C:2]1[CH:3]=[CH:4][CH:5]=[CH:6][CH:7]=1)#[N:16]. The yield is 0.910. (7) The reactants are [NH2:1][C:2]1[C:11]([OH:12])=[CH:10][CH:9]=[CH:8][C:3]=1[C:4]([O:6][CH3:7])=[O:5].[C:13](Cl)(=O)[CH3:14].C(N(CC)CC)C.N1C=CC=CC=1.CC1C=CC(S(O)(=O)=O)=CC=1. The catalyst is C1(C)C(C)=CC=CC=1.O. The product is [CH3:13][C:14]1[O:12][C:11]2[C:2](=[C:3]([C:4]([O:6][CH3:7])=[O:5])[CH:8]=[CH:9][CH:10]=2)[N:1]=1. The yield is 0.790. (8) The reactants are [Si:1]([O:18][CH2:19][C@@H:20]1[CH2:25][O:24][CH2:23][CH2:22][N:21]1[C:26]([O:28][C:29]([CH3:32])([CH3:31])[CH3:30])=[O:27])([C:14]([CH3:17])([CH3:16])[CH3:15])([C:8]1[CH:13]=[CH:12][CH:11]=[CH:10][CH:9]=1)[C:2]1[CH:7]=[CH:6][CH:5]=[CH:4][CH:3]=1.OC[C@@H]1COCCN1C(OC(C)(C)C)=O.C([Si](Cl)(C1C=CC=CC=1)C1C=CC=CC=1)(C)(C)C. No catalyst specified. The product is [Si:1]([O:18][CH2:19][C@H:20]1[CH2:25][O:24][CH2:23][CH2:22][N:21]1[C:26]([O:28][C:29]([CH3:32])([CH3:31])[CH3:30])=[O:27])([C:14]([CH3:16])([CH3:17])[CH3:15])([C:8]1[CH:9]=[CH:10][CH:11]=[CH:12][CH:13]=1)[C:2]1[CH:7]=[CH:6][CH:5]=[CH:4][CH:3]=1. The yield is 0.950. (9) The reactants are [F-:1].[Cs+].Cl[C:4]1[C:13]([N+:14]([O-:16])=[O:15])=[CH:12][CH:11]=[CH:10][C:5]=1[C:6]([O:8][CH3:9])=[O:7]. The catalyst is CN(C)C=O. The product is [F:1][C:4]1[C:13]([N+:14]([O-:16])=[O:15])=[CH:12][CH:11]=[CH:10][C:5]=1[C:6]([O:8][CH3:9])=[O:7]. The yield is 0.760. (10) The reactants are Cl[C:2]1[CH:3]2[C:10]([I:11])=[CH:9][N:8]([CH:12]([CH3:14])[CH3:13])[CH:4]2[N:5]=[CH:6][N:7]=1.[CH3:15][NH2:16]. The catalyst is C1COCC1. The product is [I:11][C:10]1[CH:3]2[CH:4]([N:5]=[CH:6][N:7]=[C:2]2[NH:16][CH3:15])[N:8]([CH:12]([CH3:14])[CH3:13])[CH:9]=1. The yield is 0.850.